From a dataset of Reaction yield outcomes from USPTO patents with 853,638 reactions. Predict the reaction yield, written as a fraction of the theoretical maximum amount of product (1.0 means a 100% yield; for example, 0.34 means a 34% yield). (1) The reactants are CN(C(ON1N=NC2C=CC=NC1=2)=[N+](C)C)C.F[P-](F)(F)(F)(F)F.[I:25][C:26]1[NH:30][C:29]([C@@H:31]2[CH2:36][C@@H:35]3[C@@H:33]([CH2:34]3)[NH:32]2)=[N:28][CH:27]=1.[CH3:37][O:38][C:39]([NH:41][C@@H:42]([CH:46]([CH3:48])[CH3:47])[C:43](O)=[O:44])=[O:40].CCN(C(C)C)C(C)C. The catalyst is CN(C=O)C.CO.O. The product is [I:25][C:26]1[NH:30][C:29]([C@@H:31]2[CH2:36][C@@H:35]3[C@@H:33]([CH2:34]3)[N:32]2[C:43](=[O:44])[C@@H:42]([NH:41][C:39](=[O:40])[O:38][CH3:37])[CH:46]([CH3:48])[CH3:47])=[N:28][CH:27]=1. The yield is 0.910. (2) The reactants are [Br:1][C:2]1[CH:6]=[N:5][N:4]([CH3:7])[C:3]=1[C:8]1[CH:9]=[C:10]([NH2:17])[CH:11]=[CH:12][C:13]=1[O:14][CH2:15][CH3:16].[Cl:18][C:19]1[CH:24]=[CH:23][C:22]([N:25]=[C:26]=[O:27])=[CH:21][CH:20]=1. The catalyst is C(Cl)Cl. The product is [Br:1][C:2]1[CH:6]=[N:5][N:4]([CH3:7])[C:3]=1[C:8]1[CH:9]=[C:10]([NH:17][C:26]([NH:25][C:22]2[CH:23]=[CH:24][C:19]([Cl:18])=[CH:20][CH:21]=2)=[O:27])[CH:11]=[CH:12][C:13]=1[O:14][CH2:15][CH3:16]. The yield is 0.560.